From a dataset of Forward reaction prediction with 1.9M reactions from USPTO patents (1976-2016). Predict the product of the given reaction. (1) Given the reactants [Cl:1][C:2]1[C:3]([C:35]([NH2:37])=[O:36])=[CH:4][C:5]2[N:9]=[C:8]([CH2:10][CH3:11])[N:7]([C:12]3[CH:17]=[CH:16][C:15]([CH2:18][CH2:19][NH:20][C:21]([NH:23][S:24]([C:27]4[CH:32]=[CH:31][C:30]([CH3:33])=[CH:29][CH:28]=4)(=[O:26])=[O:25])=[O:22])=[CH:14][CH:13]=3)[C:6]=2[CH:34]=1.[CH2:38](N(CC)CC)C.CS(Cl)(=O)=O.O, predict the reaction product. The product is: [Cl:1][C:2]1[C:3]([C:35]([NH2:37])=[O:36])=[CH:4][C:5]2[N:9]=[C:8]([CH2:10][CH3:11])[N:7]([C:12]3[CH:13]=[CH:14][C:15]([CH2:18][CH2:19][N:20]([CH3:38])[C:21]([NH:23][S:24]([C:27]4[CH:32]=[CH:31][C:30]([CH3:33])=[CH:29][CH:28]=4)(=[O:26])=[O:25])=[O:22])=[CH:16][CH:17]=3)[C:6]=2[CH:34]=1. (2) Given the reactants [F:1][C:2]1[CH:7]=[CH:6][C:5]([C:8]2[C:12]([CH2:13][O:14][C:15]3[CH:23]=[CH:22][C:18]([C:19]([OH:21])=O)=[CH:17][N:16]=3)=[C:11]([CH3:24])[O:10][N:9]=2)=[CH:4][CH:3]=1.[CH:25]1([NH2:28])[CH2:27][CH2:26]1, predict the reaction product. The product is: [CH:25]1([NH:28][C:19](=[O:21])[C:18]2[CH:22]=[CH:23][C:15]([O:14][CH2:13][C:12]3[C:8]([C:5]4[CH:4]=[CH:3][C:2]([F:1])=[CH:7][CH:6]=4)=[N:9][O:10][C:11]=3[CH3:24])=[N:16][CH:17]=2)[CH2:27][CH2:26]1.